Predict the reactants needed to synthesize the given product. From a dataset of Full USPTO retrosynthesis dataset with 1.9M reactions from patents (1976-2016). (1) Given the product [NH2:1][C:2]1[CH:3]=[CH:4][C:5]([C:6]([N:11]2[CH2:16][CH2:15][CH2:14][CH2:13][CH2:12]2)=[O:8])=[CH:9][CH:10]=1, predict the reactants needed to synthesize it. The reactants are: [NH2:1][C:2]1[CH:10]=[CH:9][C:5]([C:6]([OH:8])=O)=[CH:4][CH:3]=1.[NH:11]1[CH2:16][CH2:15][CH2:14][CH2:13][CH2:12]1.C1N(P(Cl)(N2C(=O)OCC2)=O)C(=O)OC1.O. (2) Given the product [ClH:30].[NH2:21][CH2:20][CH2:19][CH2:18][C:14]1[CH:13]=[C:12]([S:9]([NH:8][CH:4]([CH2:3][CH2:2][CH3:1])[CH2:5][CH2:6][CH3:7])(=[O:11])=[O:10])[CH:17]=[CH:16][CH:15]=1, predict the reactants needed to synthesize it. The reactants are: [CH3:1][CH2:2][CH2:3][CH:4]([NH:8][S:9]([C:12]1[CH:13]=[C:14]([CH2:18][CH2:19][CH2:20][NH:21]C(=O)OC(C)(C)C)[CH:15]=[CH:16][CH:17]=1)(=[O:11])=[O:10])[CH2:5][CH2:6][CH3:7].C(Cl)[Cl:30]. (3) Given the product [CH2:49]([O:51][C:52](=[O:57])[CH2:53][CH2:54][CH2:55][NH:56][C:3]([C:5]1[N:14]([CH2:44][C:38]2[CH:37]=[CH:36][CH:35]=[CH:34][CH:39]=2)[CH:13]=[C:12]2[C:7](=[CH:8][CH:9]([C:23]3[CH:28]=[CH:27][CH:26]=[C:25]([O:29][CH3:30])[CH:24]=3)[C:10](=[O:22])[NH:11]2)[C:6]=1[OH:31])=[O:4])[CH3:50], predict the reactants needed to synthesize it. The reactants are: CO[C:3]([C:5]1[C:6]([OH:31])=[C:7]2[C:12](=[CH:13][N:14]=1)[N:11](CC1C=CC=CC=1)[C:10](=[O:22])[C:9]([C:23]1[CH:28]=[CH:27][CH:26]=[C:25]([O:29][CH3:30])[CH:24]=1)=[CH:8]2)=[O:4].[OH-].[Na+].[CH:34]1[CH:35]=[CH:36][C:37]2N(O)N=N[C:38]=2[CH:39]=1.[CH2:44](Cl)CCl.Cl.[CH2:49]([O:51][C:52](=[O:57])[CH2:53][CH2:54][CH2:55][NH2:56])[CH3:50].CCN(C(C)C)C(C)C. (4) Given the product [C:3]([CH:4]([CH2:20][CH2:19][C:18]([O:22][CH2:23][CH3:24])=[O:21])[C:5]([O:7][CH2:8][CH3:9])=[O:6])(=[NH:2])[NH2:10], predict the reactants needed to synthesize it. The reactants are: Cl.[NH2:2][C:3](=[NH:10])[CH2:4][C:5]([O:7][CH2:8][CH3:9])=[O:6].C(N(CC)CC)C.[C:18]([O:22][CH2:23][CH3:24])(=[O:21])[CH:19]=[CH2:20].C(=O)([O-])O.[Na+]. (5) Given the product [F:1][C:2]1[CH:7]=[CH:6][CH:5]=[CH:4][C:3]=1[C:8]1[C:17]([CH:18]([N:25]2[C:21](=[O:31])[C:22]3[C:23](=[CH:27][CH:28]=[CH:29][CH:30]=3)[C:24]2=[O:26])[CH3:19])=[CH:16][C:15]2[C:10](=[CH:11][CH:12]=[CH:13][N:14]=2)[N:9]=1, predict the reactants needed to synthesize it. The reactants are: [F:1][C:2]1[CH:7]=[CH:6][CH:5]=[CH:4][C:3]=1[C:8]1[C:17]([CH:18](O)[CH3:19])=[CH:16][C:15]2[C:10](=[CH:11][CH:12]=[CH:13][N:14]=2)[N:9]=1.[C:21]1(=[O:31])[NH:25][C:24](=[O:26])[C:23]2=[CH:27][CH:28]=[CH:29][CH:30]=[C:22]12.C1C=CC(P(C2C=CC=CC=2)C2C=CC=CC=2)=CC=1.CC(OC(/N=N/C(OC(C)C)=O)=O)C. (6) Given the product [C:14]([O:13][C@@H:12]1[C@@H:17]([O:18][C:19](=[O:21])[CH3:20])[C@@H:22]([O:23][C:24](=[O:26])[CH3:25])[C@@H:27]([CH2:29][O:30][C:31](=[O:33])[CH3:32])[O:28][CH:11]1[OH:10])(=[O:16])[CH3:15], predict the reactants needed to synthesize it. The reactants are: C(O)(=O)C.NN.C([O:10][C@@H:11]1[O:28][C@H:27]([CH2:29][O:30][C:31](=[O:33])[CH3:32])[C@H:22]([O:23][C:24](=[O:26])[CH3:25])[C@H:17]([O:18][C:19](=[O:21])[CH3:20])[C@H:12]1[O:13][C:14](=[O:16])[CH3:15])(=O)C. (7) The reactants are: C([Li])CCC.BrC1C=CC=C[C:8]=1[CH:9]=[O:10].Br[C:16]1[CH:23]=[CH:22][CH:21]=[CH:20][C:17]=1[CH:18]=[CH2:19].[Mg].[Br-].C(OC(=O)C)(=O)C.C(=O)=O.C(O)(C)C. Given the product [CH:18]([C:17]1[CH:20]=[CH:21][CH:22]=[CH:23][C:16]=1[C:9](=[O:10])[CH3:8])=[CH2:19], predict the reactants needed to synthesize it. (8) Given the product [CH2:9]([O:8][C:6]([CH:5]1[C:4](=[O:16])[NH:17][N:13]=[CH:12][NH:11]1)=[O:7])[CH3:10], predict the reactants needed to synthesize it. The reactants are: C(O[C:4](=[O:16])[CH:5]([N:11]=[CH:12][N:13](C)C)[C:6]([O:8][CH2:9][CH3:10])=[O:7])C.[NH2:17]N. (9) Given the product [C:15]1([S:21]([N:1]2[CH2:6][CH2:5][O:4][C:3]3[N:7]=[CH:8][C:9]([C:11]([O:13][CH3:14])=[O:12])=[CH:10][C:2]2=3)(=[O:23])=[O:22])[CH:20]=[CH:19][CH:18]=[CH:17][CH:16]=1, predict the reactants needed to synthesize it. The reactants are: [NH:1]1[CH2:6][CH2:5][O:4][C:3]2[N:7]=[CH:8][C:9]([C:11]([O:13][CH3:14])=[O:12])=[CH:10][C:2]1=2.[C:15]1([S:21](Cl)(=[O:23])=[O:22])[CH:20]=[CH:19][CH:18]=[CH:17][CH:16]=1.CCN(C(C)C)C(C)C. (10) Given the product [F:17][C:11]([F:16])([C:10]([F:19])([F:18])[C:9]([F:20])([F:21])[C:8]([F:23])([F:22])[C:7]([F:24])([F:25])[C:2]([F:56])([F:1])[F:26])[C:29]([O:31][CH3:32])=[O:30], predict the reactants needed to synthesize it. The reactants are: [F:1][C:2]([F:26])([C:7]([F:25])([F:24])[C:8]([F:23])([F:22])[C:9]([F:21])([F:20])[C:10]([F:19])([F:18])[C:11]([F:17])([F:16])C(F)(F)F)C(OC)=O.FC(F)(C(F)(F)C(F)(F)C(F)(F)C(F)(F)C(F)(F)C(F)(F)C(F)(F)F)[C:29]([O:31][CH3:32])=[O:30].[F:56]C(F)(C(F)(F)C(F)(F)C(F)(F)C(F)(F)C(F)(F)C(F)(F)C(F)(F)C(F)(F)F)C(OC)=O.FC(F)(C(F)(F)C(F)(F)C(F)(F)C(F)(F)C(F)(F)C(F)(F)C(F)(F)C(F)(F)C(F)(F)F)C(OC)=O.FC(F)(C(F)(F)C(F)(F)C(F)(F)C(F)(F)C(F)(F)C(F)(F)C(F)(F)C(F)(F)C(F)(F)C(F)(F)F)C(OC)=O.FC(F)(C(F)(F)C(F)(F)C(F)(F)C(F)(F)C(F)(F)C(F)(F)C(F)(F)C(F)(F)C(F)(F)C(F)(F)C(F)(F)F)C(OC)=O.FC(F)(C(F)(F)C(F)(F)C(F)(F)C(F)(F)C(F)(F)C(F)(F)C(F)(F)C(F)(F)C(F)(F)C(F)(F)C(F)(F)C(F)(F)F)C(OC)=O.FC(F)(C(F)(F)C(F)(F)C(F)(F)C(F)(F)C(F)(F)C(F)(F)C(F)(F)C(F)(F)C(F)(F)C(F)(F)C(F)(F)C(F)(F)C(F)(F)F)C(OC)=O.